Dataset: Forward reaction prediction with 1.9M reactions from USPTO patents (1976-2016). Task: Predict the product of the given reaction. (1) The product is: [CH:14]1([C:13]2[C:4]([CH2:3][CH2:2][OH:1])=[CH:5][C:6]3[CH2:10][O:9][C:8](=[O:11])[C:7]=3[CH:12]=2)[CH2:18][CH2:15]1. Given the reactants [OH:1][CH2:2][CH2:3][C:4]1[C:13]([CH:14]=[CH2:15])=[CH:12][C:7]2[C:8](=[O:11])[O:9][CH2:10][C:6]=2[CH:5]=1.[N+](=[CH2:18])=[N-], predict the reaction product. (2) The product is: [NH2:13][CH:5]1[CH:6]2[CH2:11][C:2]3([OH:1])[CH2:9][CH:8]([CH2:10][CH:4]1[CH2:3]3)[CH2:7]2. Given the reactants [OH:1][C:2]12[CH2:11][CH:6]3[CH2:7][CH:8]([CH2:10][CH:4]([C:5]3=O)[CH2:3]1)[CH2:9]2.[NH3:13].CO.[H][H], predict the reaction product. (3) The product is: [CH2:19]([O:18][C:13](=[O:17])/[CH:14]=[C:15](/[N:23]1[CH2:24][CH2:25][CH2:27][CH2:26]1)\[CH2:16][C@H:4]([CH3:5])/[CH:3]=[CH:2]/[CH3:1])[CH3:20]. Given the reactants [CH3:1][C@@H:2](N1CCCC1)/[CH:3]=[CH:4]\[CH3:5].[Br-].[Li+].[C:13]([O:18][CH2:19][CH3:20])(=[O:17])[C:14]#[C:15][CH3:16].CC[N:23]([CH2:26][CH3:27])[CH2:24][CH3:25], predict the reaction product. (4) Given the reactants [Cl:1][C:2]1[CH:3]=[C:4]([C:12]2[O:16][N:15]=[C:14]([C:17]3[CH:18]=[CH:19][CH:20]=[C:21]4[C:25]=3[NH:24][CH:23]=[C:22]4[CH2:26][NH:27][C@@H:28]([C:30]([O:32]C)=[O:31])[CH3:29])[N:13]=2)[CH:5]=[CH:6][C:7]=1[O:8][CH:9]([CH3:11])[CH3:10].[OH-].[Na+], predict the reaction product. The product is: [Cl:1][C:2]1[CH:3]=[C:4]([C:12]2[O:16][N:15]=[C:14]([C:17]3[CH:18]=[CH:19][CH:20]=[C:21]4[C:25]=3[NH:24][CH:23]=[C:22]4[CH2:26][NH:27][C@@H:28]([C:30]([OH:32])=[O:31])[CH3:29])[N:13]=2)[CH:5]=[CH:6][C:7]=1[O:8][CH:9]([CH3:10])[CH3:11]. (5) Given the reactants [CH3:1][C:2]1[CH:3]=[CH:4][C:5]([CH2:8][C:9]([O:11][CH2:12][CH3:13])=[O:10])=[N:6][CH:7]=1, predict the reaction product. The product is: [C:9]([OH:11])(=[O:10])[CH3:8].[CH3:1][CH:2]1[CH2:7][NH:6][CH:5]([CH2:8][C:9]([O:11][CH2:12][CH3:13])=[O:10])[CH2:4][CH2:3]1. (6) Given the reactants [C:1]([C:5]1[CH:6]=[C:7]([C:21](=[O:23])[CH3:22])[CH:8]=[C:9]([O:11][CH2:12][CH2:13][O:14]C2CCCCO2)[CH:10]=1)([CH3:4])([CH3:3])[CH3:2].[Br-:24].[Br-].[Br-].C1([N+](C)(C)C)C=CC=CC=1.C1([N+](C)(C)C)C=CC=CC=1.C1([N+](C)(C)C)C=CC=CC=1.C(O)(=O)CC(CC(O)=O)(C(O)=O)O.CC(=O)OCC, predict the reaction product. The product is: [Br:24][CH2:22][C:21]([C:7]1[CH:8]=[C:9]([O:11][CH2:12][CH2:13][OH:14])[CH:10]=[C:5]([C:1]([CH3:4])([CH3:3])[CH3:2])[CH:6]=1)=[O:23].